Dataset: Catalyst prediction with 721,799 reactions and 888 catalyst types from USPTO. Task: Predict which catalyst facilitates the given reaction. Reactant: [H-].[Na+].[CH:3]1[C:14]2=[C:15]3[CH:10]([CH2:11][CH2:12][CH2:13]2)[CH2:9][CH2:8][CH2:7][C:6]3=[CH:5][C:4]=1[NH:16][C:17]1[N:22]=[CH:21][C:20]([C:23]([O:25]CC)=[O:24])=[CH:19][N:18]=1.Br[CH2:29][CH3:30].[Cl-].[NH4+]. The catalyst class is: 9. Product: [CH2:29]([N:16]([C:4]1[CH:5]=[C:6]2[C:15]3[CH:10]([CH2:9][CH2:8][CH2:7]2)[CH2:11][CH2:12][CH2:13][C:14]=3[CH:3]=1)[C:17]1[N:22]=[CH:21][C:20]([C:23]([OH:25])=[O:24])=[CH:19][N:18]=1)[CH3:30].